Dataset: TCR-epitope binding with 47,182 pairs between 192 epitopes and 23,139 TCRs. Task: Binary Classification. Given a T-cell receptor sequence (or CDR3 region) and an epitope sequence, predict whether binding occurs between them. The epitope is RLRPGGKKR. The TCR CDR3 sequence is CASSLIGIGETDTQYF. Result: 0 (the TCR does not bind to the epitope).